Dataset: Catalyst prediction with 721,799 reactions and 888 catalyst types from USPTO. Task: Predict which catalyst facilitates the given reaction. (1) Reactant: [OH:1][B:2]1[C@@H:7]([NH:8][C:9](=[O:17])[CH2:10][CH2:11][N:12]2[CH:16]=[CH:15][N:14]=[CH:13]2)[CH2:6][C:5]2[CH:18]=[CH:19][CH:20]=[C:21]([C:22]([OH:24])=[O:23])[C:4]=2[O:3]1. Product: [CH2:21]([O:23][C:22]([C:21]1[C:4]2[O:3][B:2]([OH:1])[C@@H:7]([NH:8][C:9](=[O:17])[CH2:10][CH2:11][N:12]3[CH:16]=[CH:15][N:14]=[CH:13]3)[CH2:6][C:5]=2[CH:18]=[CH:19][CH:20]=1)=[O:24])[CH2:4][CH2:5][CH3:6]. The catalyst class is: 51. (2) Product: [OH:1][C:2]1[CH:9]=[CH:8][C:5]([CH:6]=[CH:9][C:2](=[O:14])[CH:3]=[CH:4][C:5]2[CH:8]=[CH:13][C:11]([OH:12])=[CH:10][CH:6]=2)=[CH:4][CH:3]=1. The catalyst class is: 8. Reactant: [OH:1][C:2]1[CH:9]=[CH:8][C:5]([CH:6]=O)=[CH:4][CH:3]=1.[CH3:10][C:11]([CH3:13])=[O:12].[OH-:14].[Na+].O. (3) Reactant: [CH3:1][C:2]1([CH3:10])[CH2:8][C:7](=O)[O:6][C:4](=[O:5])[CH2:3]1.[H-].[Al+3].[Li+].[H-].[H-].[H-].O.[OH-].[Na+]. Product: [CH3:1][C:2]([CH3:10])([CH2:8][CH2:7][OH:6])[CH2:3][CH2:4][OH:5]. The catalyst class is: 1. (4) Reactant: [CH:1]1([C:4]#[C:5][C:6]2[CH:16]=[CH:15][C:9]([C:10]([O:12]CC)=[O:11])=[CH:8][C:7]=2[O:17][CH2:18][CH:19]2[CH2:21][CH2:20]2)[CH2:3][CH2:2]1.[Li+].[OH-].CO. Product: [CH:1]1([C:4]#[C:5][C:6]2[CH:16]=[CH:15][C:9]([C:10]([OH:12])=[O:11])=[CH:8][C:7]=2[O:17][CH2:18][CH:19]2[CH2:21][CH2:20]2)[CH2:2][CH2:3]1. The catalyst class is: 6. (5) Reactant: C(N(CC)C(C)C)(C)C.CN(C(ON1N=NC2C=CC=NC1=2)=[N+](C)C)C.F[P-](F)(F)(F)(F)F.[Cl:34][C:35]1[CH:36]=[C:37]([CH:54]=[CH:55][CH:56]=1)[CH2:38][NH:39][C:40]1[N:53]=[C:43]2[C:44]([O:51][CH3:52])=[CH:45][C:46]([C:48]([OH:50])=O)=[CH:47][N:42]2[N:41]=1.[CH2:57]([CH:59]1[NH:64][CH2:63][CH:62]([CH3:65])[NH:61][C:60]1=[O:66])[CH3:58]. Product: [Cl:34][C:35]1[CH:36]=[C:37]([CH:54]=[CH:55][CH:56]=1)[CH2:38][NH:39][C:40]1[N:53]=[C:43]2[C:44]([O:51][CH3:52])=[CH:45][C:46]([C:48]([N:64]3[CH2:63][CH:62]([CH3:65])[NH:61][C:60](=[O:66])[CH:59]3[CH2:57][CH3:58])=[O:50])=[CH:47][N:42]2[N:41]=1. The catalyst class is: 9.